This data is from Experimentally validated miRNA-target interactions with 360,000+ pairs, plus equal number of negative samples. The task is: Binary Classification. Given a miRNA mature sequence and a target amino acid sequence, predict their likelihood of interaction. (1) The miRNA is hsa-miR-676-3p with sequence CUGUCCUAAGGUUGUUGAGUU. The protein sequence of the target gene is MTTQLPAYVAILLFYVSRASCQDTFTAAVYEHAAILPNATLTPVSREEALALMNRNLDILEGAITSAADQGAHIIVTPEDAIYGWNFNRDSLYPYLEDIPDPEVNWIPCNNRNRFGQTPVQERLSCLAKNNSIYVVANIGDKKPCDTSDPQCPPDGRYQYNTDVVFDSQGKLVARYHKQNLFMGENQFNVPKEPEIVTFNTTFGSFGIFTCFDILFHDPAVTLVKDFHVDTIVFPTAWMNVLPHLSAVEFHSAWAMGMRVNFLASNIHYPSKKMTGSGIYAPNSSRAFHYDMKTEEGKLL.... Result: 0 (no interaction). (2) The miRNA is mmu-miR-370-3p with sequence GCCUGCUGGGGUGGAACCUGGU. The protein sequence of the target gene is MVAAPCARRLARRSHSALLAALMVLLLHTLVVWNFSSLDSGAGEQRRAGAAAGAAEQQQPAAPRRERRDLAAHLPAARGGPGGRAGGGGARGGGPGGARAQQPASRGALASRARDPQPSPLITLETQDGYFSHRPKEKVRTDSNNENSVPKDFENVDNSNFAPRTQKQKHQPELAKKPPSRQKEHLQRKLDALDKRQGQSVLGKGPKEVLPPREKATGNSSQGKDLSRHSHARKSGGGGSPETKSDQAPKCDISGKEAISALTRAKSKHCRQEIAETYCRHKLGLLMPEKVARFCPLKGK.... Result: 0 (no interaction).